Dataset: Reaction yield outcomes from USPTO patents with 853,638 reactions. Task: Predict the reaction yield, written as a fraction of the theoretical maximum amount of product (1.0 means a 100% yield; for example, 0.34 means a 34% yield). (1) The reactants are [NH2:1][C:2]1[CH:3]=[C:4]([C:9]2([OH:26])[C:17]3[C:12](=[CH:13][CH:14]=[CH:15][CH:16]=3)[C:11](=[O:18])[N:10]2[CH2:19][C:20]2[CH:25]=[CH:24][CH:23]=[CH:22][CH:21]=2)[CH:5]=[CH:6][C:7]=1[NH2:8].N=C(N[C:32](=[O:38])[O:33][CH2:34][CH2:35][CH2:36][Cl:37])SC.[OH-].[Na+].[C:41](O)(=O)[CH3:42]. No catalyst specified. The product is [OH:26][C:9]1([C:4]2[CH:5]=[CH:6][C:7]3[N:8]=[C:41]([CH2:42][C:32]([O:33][CH2:34][CH2:35][CH2:36][Cl:37])=[O:38])[NH:1][C:2]=3[CH:3]=2)[C:17]2[C:12](=[CH:13][CH:14]=[CH:15][CH:16]=2)[C:11](=[O:18])[N:10]1[CH2:19][C:20]1[CH:21]=[CH:22][CH:23]=[CH:24][CH:25]=1. The yield is 0.710. (2) The reactants are [CH2:1]([O:3][C:4](=[O:22])[CH2:5][NH:6][CH2:7][CH2:8][NH:9][S:10]([C:13]1[S:14][C:15]2[CH:21]=[CH:20][CH:19]=[CH:18][C:16]=2[N:17]=1)(=[O:12])=[O:11])[CH3:2].[CH3:23][O:24][C:25]1[CH:26]=[C:27]([CH:47]=[CH:48][C:49]=1[O:50][CH3:51])[CH2:28][O:29][C:30]([NH:32][C:33]1[NH:34][C:35](=[O:46])[C:36]2[N:37]=[CH:38][N:39]([CH2:42][C:43](O)=[O:44])[C:40]=2[N:41]=1)=[O:31]. No catalyst specified. The product is [CH2:1]([O:3][C:4](=[O:22])[CH2:5][N:6]([CH2:7][CH2:8][NH:9][S:10]([C:13]1[S:14][C:15]2[CH:21]=[CH:20][CH:19]=[CH:18][C:16]=2[N:17]=1)(=[O:12])=[O:11])[C:43](=[O:44])[CH2:42][N:39]1[CH:38]=[N:37][C:36]2[C:35](=[O:46])[NH:34][C:33]([NH:32][C:30]([O:29][CH2:28][C:27]3[CH:47]=[CH:48][C:49]([O:50][CH3:51])=[C:25]([O:24][CH3:23])[CH:26]=3)=[O:31])=[N:41][C:40]1=2)[CH3:2]. The yield is 0.680. (3) The reactants are [Cl-].C[O:3]C[P+](C1C=CC=CC=1)(C1C=CC=CC=1)C1C=CC=CC=1.[K].C[Si]([NH-])(C)C.[F:30][C:31]1[CH:36]=[CH:35][C:34]([C:37]2[N:38]=[CH:39][N:40]3[C:49]=2[CH:48]=[C:47]2[C@@:42]([CH3:52])([C@@H:43](C=O)[CH2:44][CH2:45][CH2:46]2)[CH2:41]3)=[CH:33][CH:32]=1.Cl.N.C1[CH2:59][O:58][CH2:57][CH2:56]1. The catalyst is C(OCC)(=O)C.CO. The product is [F:30][C:31]1[CH:36]=[CH:35][C:34]([C:37]2[N:38]=[CH:39][N:40]3[C:49]=2[CH:48]=[C:47]2[C@@:42]([CH3:52])([C@@H:43]([CH2:56][CH:57]([O:58][CH3:59])[OH:3])[CH2:44][CH2:45][CH2:46]2)[CH2:41]3)=[CH:33][CH:32]=1. The yield is 0.960. (4) The reactants are C([O:5][C:6](=O)[NH:7][C:8]1[S:9][C:10]2[C:16]([C:17]3[CH:22]=[CH:21][CH:20]=[CH:19][CH:18]=3)=[CH:15][CH:14]=[C:13]([O:23][CH3:24])[C:11]=2[N:12]=1)(C)(C)C.[CH3:26][NH:27][CH2:28][C:29]1[CH:30]=[N:31][C:32]([CH3:35])=[CH:33][CH:34]=1.[ClH:36].CCO. No catalyst specified. The product is [ClH:36].[CH3:24][O:23][C:13]1[C:11]2[N:12]=[C:8]([NH:7][C:6](=[O:5])[N:27]([CH3:26])[CH2:28][C:29]3[CH:30]=[N:31][C:32]([CH3:35])=[CH:33][CH:34]=3)[S:9][C:10]=2[C:16]([C:17]2[CH:18]=[CH:19][CH:20]=[CH:21][CH:22]=2)=[CH:15][CH:14]=1. The yield is 0.610. (5) The reactants are [C:1]12([C:7]3[O:8][C:9]4[CH:19]=[C:18]([N:20]([CH3:25])[S:21]([CH3:24])(=[O:23])=[O:22])[C:17](B5OC(C)(C)C(C)(C)O5)=[CH:16][C:10]=4[C:11]=3[C:12]([NH:14][CH3:15])=[O:13])[CH2:6][CH:5]1[CH2:4][CH2:3][CH2:2]2.Cl[C:36]1[CH:37]=[CH:38][C:39]2[O:52][CH2:51][N:42]3[C:43]4[CH:44]=[CH:45][CH:46]=[C:47]([F:50])[C:48]=4[CH:49]=[C:41]3[C:40]=2[N:53]=1.[O-]P([O-])([O-])=O.[K+].[K+].[K+].CC(C1C=C(C(C)C)C(C2C=CC=CC=2P(C2CCCCC2)C2CCCCC2)=C(C(C)C)C=1)C. The catalyst is O1CCOCC1.O. The product is [C:1]12([C:7]3[O:8][C:9]4[CH:19]=[C:18]([N:20]([CH3:25])[S:21]([CH3:24])(=[O:22])=[O:23])[C:17]([C:36]5[CH:37]=[CH:38][C:39]6[O:52][CH2:51][N:42]7[C:43]8[CH:44]=[CH:45][CH:46]=[C:47]([F:50])[C:48]=8[CH:49]=[C:41]7[C:40]=6[N:53]=5)=[CH:16][C:10]=4[C:11]=3[C:12]([NH:14][CH3:15])=[O:13])[CH2:6][CH:5]1[CH2:4][CH2:3][CH2:2]2. The yield is 0.160. (6) The reactants are [Cl:1][C:2]1[N:7]=[C:6]([CH:8](O)[CH3:9])[CH:5]=[CH:4][CH:3]=1.S(Cl)([Cl:13])=O.C(=O)([O-])O.[Na+]. The catalyst is C(Cl)(Cl)Cl. The product is [Cl:1][C:2]1[CH:3]=[CH:4][CH:5]=[C:6]([CH:8]([Cl:13])[CH3:9])[N:7]=1. The yield is 0.250.